Dataset: Full USPTO retrosynthesis dataset with 1.9M reactions from patents (1976-2016). Task: Predict the reactants needed to synthesize the given product. (1) Given the product [CH2:1]([N:8]1[CH2:25][CH2:24][C:11]2([CH2:15][N:14]([C:17]3[CH:18]=[CH:19][N:20]=[CH:21][CH:22]=3)[CH2:13][CH2:12]2)[CH2:10][CH2:9]1)[C:2]1[CH:3]=[CH:4][CH:5]=[CH:6][CH:7]=1, predict the reactants needed to synthesize it. The reactants are: [CH2:1]([N:8]1[CH2:25][CH2:24][C:11]2([C:15](=O)[N:14]([C:17]3[CH:22]=[CH:21][N:20]=[CH:19][CH:18]=3)[C:13](=O)[CH2:12]2)[CH2:10][CH2:9]1)[C:2]1[CH:7]=[CH:6][CH:5]=[CH:4][CH:3]=1.B.C1COCC1. (2) Given the product [NH2:1][C:2]1[CH:11]=[C:10]([NH:12][CH2:13][C:14]2[CH:19]=[CH:18][CH:17]=[CH:16][CH:15]=2)[CH:9]=[CH:8][C:3]=1[O:4][CH2:5][CH2:6][OH:7], predict the reactants needed to synthesize it. The reactants are: [NH2:1][C:2]1[CH:11]=[C:10]([NH2:12])[CH:9]=[CH:8][C:3]=1[O:4][CH2:5][CH2:6][OH:7].[CH:13](=O)[C:14]1[CH:19]=[CH:18][CH:17]=[CH:16][CH:15]=1.B.O1CCCC1. (3) Given the product [CH3:87][N:46]([CH3:45])[C:47]([CH3:85])([CH3:86])[CH2:48][O:49][C:50]1[CH:51]=[CH:52][C:53]([CH2:54][CH2:55][CH2:56][NH:57][C:58]2[CH:63]=[C:62]([O:64][CH3:65])[CH:61]=[CH:60][C:59]=2[CH:66]2[CH2:75][CH2:74][C:73]3[CH:72]=[C:71]([OH:76])[CH:70]=[CH:69][C:68]=3[CH2:67]2)=[CH:83][CH:84]=1, predict the reactants needed to synthesize it. The reactants are: C(NC1C=C(OC)C=CC=1C1CCC2C=C(OC(=O)C(C)(C)C)C=CC=2C1)C.CN(C)C(C)(C)COC1C=CC(C=O)=CC=1.[CH3:45][N:46]([CH3:87])[C:47]([CH3:86])([CH3:85])[CH2:48][O:49][C:50]1[CH:84]=[CH:83][C:53]([CH2:54][CH2:55][CH2:56][NH:57][C:58]2[CH:63]=[C:62]([O:64][CH3:65])[CH:61]=[CH:60][C:59]=2[CH:66]2[CH2:75][CH2:74][C:73]3[CH:72]=[C:71]([O:76]C(=O)C(C)(C)C)[CH:70]=[CH:69][C:68]=3[CH2:67]2)=[CH:52][CH:51]=1.[H-].[Al+3].[Li+].[H-].[H-].[H-].N.